This data is from Reaction yield outcomes from USPTO patents with 853,638 reactions. The task is: Predict the reaction yield, written as a fraction of the theoretical maximum amount of product (1.0 means a 100% yield; for example, 0.34 means a 34% yield). (1) The product is [CH:23]1([N:22]2[C:21]3[CH:29]=[CH:30][C:31]([C:33]([OH:35])=[O:34])=[CH:32][C:20]=3[N:19]=[C:18]2[C:13]2[CH:14]=[C:15]3[C:10](=[CH:11][CH:12]=2)[N:9]=[C:8]([C:6]2[NH:37][CH:3]=[CH:2][CH:7]=2)[CH:17]=[CH:16]3)[CH2:24][CH2:25][CH2:26][CH2:27][CH2:28]1. The yield is 0.0900. The catalyst is C(O)C. The reactants are Br[C:2]1[CH:3]=CC(O)=[C:6]([C:8]2[CH:17]=[CH:16][C:15]3[C:10](=[CH:11][CH:12]=[C:13]([C:18]4[N:22]([CH:23]5[CH2:28][CH2:27][CH2:26][CH2:25][CH2:24]5)[C:21]5[CH:29]=[CH:30][C:31]([C:33]([OH:35])=[O:34])=[CH:32][C:20]=5[N:19]=4)[CH:14]=3)[N:9]=2)[CH:7]=1.[NH:37]1C=CC=C1C(=O)C.[OH-].[K+]. (2) The reactants are C1C=CC(P(C2C=CC=CC=2)C2C=CC=CC=2)=CC=1.CCN(CC)CC.[C:27]1(S(/C=C/S(C2C=CC=CC=2)(=O)=O)(=O)=O)C=CC=CC=1.[CH2:47]1[CH2:57][CH2:56][N:55]2C(=N[CH2:52][CH2:53][CH2:54]2)CC1.[C:58]([O:61][CH2:62]C)(=[O:60])C. The catalyst is C1COCC1. The product is [CH:57]([C:56]1[NH:55][C:54]([C:58]([O:61][CH3:62])=[O:60])=[CH:53][CH:52]=1)([CH3:47])[CH3:27]. The yield is 0.350. (3) The reactants are [NH:1]1[C:5]2[CH:6]=[CH:7][CH:8]=[CH:9][C:4]=2[N:3]=[C:2]1[CH2:10][N:11]([CH:22]([CH3:24])[CH3:23])[CH:12]1[C:21]2[N:20]=[CH:19][CH:18]=[CH:17][C:16]=2[CH2:15][CH2:14][CH2:13]1.Br[CH2:26][CH2:27][C:28]#[N:29].CN(CC1N(CC2C=NC=CC=2)C2C=CC=CC=2N=1)C1C2N=CC=CC=2CCC1. No catalyst specified. The product is [CH3:23][CH:22]([N:11]([CH2:10][C:2]1[N:3]([CH2:26][CH2:27][C:28]#[N:29])[C:4]2[CH:9]=[CH:8][CH:7]=[CH:6][C:5]=2[N:1]=1)[CH:12]1[C:21]2[N:20]=[CH:19][CH:18]=[CH:17][C:16]=2[CH2:15][CH2:14][CH2:13]1)[CH3:24]. The yield is 0.540. (4) The reactants are [C:1]([O:5][C:6](=[O:33])[N:7]([CH2:9][C:10]1[CH:14]=[C:13]([C:15]2[CH:20]=[CH:19][CH:18]=[C:17]([CH:21]=[O:22])[C:16]=2[F:23])[N:12]([S:24]([C:27]2[CH:28]=[N:29][CH:30]=[CH:31][CH:32]=2)(=[O:26])=[O:25])[CH:11]=1)[CH3:8])([CH3:4])([CH3:3])[CH3:2].[BH4-].[Na+].CO.O. The catalyst is O1CCCC1. The product is [C:1]([O:5][C:6](=[O:33])[N:7]([CH2:9][C:10]1[CH:14]=[C:13]([C:15]2[CH:20]=[CH:19][CH:18]=[C:17]([CH2:21][OH:22])[C:16]=2[F:23])[N:12]([S:24]([C:27]2[CH:28]=[N:29][CH:30]=[CH:31][CH:32]=2)(=[O:25])=[O:26])[CH:11]=1)[CH3:8])([CH3:4])([CH3:2])[CH3:3]. The yield is 0.610. (5) The reactants are [CH2:1]1[N:7]([C:8]([O:10][CH2:11][C:12]2[CH:17]=[CH:16][CH:15]=[CH:14][CH:13]=2)=[O:9])[CH2:6][CH2:5][N+](=O)[CH2:2]1.[N+](=[CH:20][C:21]([O:23][CH2:24][CH3:25])=[O:22])=[N-].B(F)(F)F.C[CH2:31][O:32]CC.C([O-])([O-])=O.[K+].[K+]. The catalyst is C(OCC)C. The product is [O:32]=[C:31]1[CH2:5][CH2:6][N:7]([C:8]([O:10][CH2:11][C:12]2[CH:17]=[CH:16][CH:15]=[CH:14][CH:13]=2)=[O:9])[CH2:1][CH2:2][CH:20]1[C:21]([O:23][CH2:24][CH3:25])=[O:22]. The yield is 1.00. (6) The reactants are [CH3:1][C:2]1[CH:9]=[CH:8][C:5]([C:6]#[N:7])=[CH:4][CH:3]=1.C1C(=O)N([Br:17])C(=O)C1. The catalyst is OS(O)(=O)=O.O. The product is [Br:17][C:3]1[CH:4]=[C:5]([CH:8]=[CH:9][C:2]=1[CH3:1])[C:6]#[N:7]. The yield is 0.890. (7) The reactants are [C:1](O)(=O)C.S(=O)(=O)(O)O.[Br:10][C:11]1[CH:16]=[CH:15][C:14]([CH2:17][CH2:18][NH:19][C:20](=[O:25])[C:21]([F:24])([F:23])[F:22])=[CH:13][CH:12]=1.C=O. The catalyst is O. The product is [Br:10][C:11]1[CH:12]=[C:13]2[C:14]([CH2:17][CH2:18][N:19]([C:20](=[O:25])[C:21]([F:23])([F:24])[F:22])[CH2:1]2)=[CH:15][CH:16]=1. The yield is 0.940.